From a dataset of Catalyst prediction with 721,799 reactions and 888 catalyst types from USPTO. Predict which catalyst facilitates the given reaction. Reactant: [Cl:1][C:2]1[CH:7]=[CH:6][C:5]([C:8]2[C:9]([CH:14]=O)=[CH:10][CH:11]=[CH:12][CH:13]=2)=[CH:4][CH:3]=1.[O:16]1[C:20]2([CH2:25][CH2:24][NH:23][CH2:22][CH2:21]2)[O:19][CH2:18][CH2:17]1.[O-]S([O-])(=O)=O.[Mg+2].C(O[BH-](OC(=O)C)OC(=O)C)(=O)C.[Na+]. Product: [Cl:1][C:2]1[CH:3]=[CH:4][C:5]([C:8]2[CH:13]=[CH:12][CH:11]=[CH:10][C:9]=2[CH2:14][N:23]2[CH2:24][CH2:25][C:20]3([O:19][CH2:18][CH2:17][O:16]3)[CH2:21][CH2:22]2)=[CH:6][CH:7]=1. The catalyst class is: 525.